Dataset: NCI-60 drug combinations with 297,098 pairs across 59 cell lines. Task: Regression. Given two drug SMILES strings and cell line genomic features, predict the synergy score measuring deviation from expected non-interaction effect. (1) Drug 1: C1CCN(CC1)CCOC2=CC=C(C=C2)C(=O)C3=C(SC4=C3C=CC(=C4)O)C5=CC=C(C=C5)O. Drug 2: COCCOC1=C(C=C2C(=C1)C(=NC=N2)NC3=CC=CC(=C3)C#C)OCCOC.Cl. Cell line: MCF7. Synergy scores: CSS=6.95, Synergy_ZIP=-1.40, Synergy_Bliss=1.40, Synergy_Loewe=0.310, Synergy_HSA=0.888. (2) Drug 1: CN(C)C1=NC(=NC(=N1)N(C)C)N(C)C. Drug 2: C1C(C(OC1N2C=NC3=C(N=C(N=C32)Cl)N)CO)O. Cell line: NCI-H226. Synergy scores: CSS=-0.734, Synergy_ZIP=1.06, Synergy_Bliss=-0.989, Synergy_Loewe=-5.54, Synergy_HSA=-3.86.